From a dataset of Full USPTO retrosynthesis dataset with 1.9M reactions from patents (1976-2016). Predict the reactants needed to synthesize the given product. (1) Given the product [CH2:8]([O:10][C:11](=[O:18])[CH2:12][CH2:13][C:14]1[CH:7]=[C:2]2[N:1]([CH:15]=1)[CH:6]=[CH:5][CH:4]=[CH:3]2)[CH3:9], predict the reactants needed to synthesize it. The reactants are: [N:1]1[CH:6]=[CH:5][CH:4]=[CH:3][C:2]=1[CH3:7].[CH2:8]([O:10][C:11](=[O:18])[CH2:12][CH2:13][C:14](=O)[CH2:15]Br)[CH3:9].C(=O)(O)[O-].[Na+]. (2) Given the product [CH2:3]([O:10][C:11]([N:13]1[CH2:18][CH2:17][CH2:16][CH2:15][C@H:14]1[C:19](=[O:37])[NH:20][C@H:21]([C:30]([O:32][C:33]([CH3:34])([CH3:36])[CH3:35])=[O:31])[CH2:22][C:23]1[CH:28]=[CH:27][C:26]([O:29][CH3:38])=[CH:25][CH:24]=1)=[O:12])[C:4]1[CH:9]=[CH:8][CH:7]=[CH:6][CH:5]=1, predict the reactants needed to synthesize it. The reactants are: CI.[CH2:3]([O:10][C:11]([N:13]1[CH2:18][CH2:17][CH2:16][CH2:15][C@H:14]1[C:19](=[O:37])[NH:20][C@H:21]([C:30]([O:32][C:33]([CH3:36])([CH3:35])[CH3:34])=[O:31])[CH2:22][C:23]1[CH:28]=[CH:27][C:26]([OH:29])=[CH:25][CH:24]=1)=[O:12])[C:4]1[CH:9]=[CH:8][CH:7]=[CH:6][CH:5]=1.[C:38](=O)([O-])[O-].[Cs+].[Cs+]. (3) Given the product [C:1]([O:5][C:6]([NH:8][C@@H:9]1[CH2:14][CH2:13][N:12]([C:15]([O:17][CH2:18][C:19]2[CH:24]=[CH:23][CH:22]=[CH:21][CH:20]=2)=[O:16])[CH2:11][C@H:10]1[O:25][Si:35]([C:31]([CH3:34])([CH3:33])[CH3:32])([CH3:37])[CH3:36])=[O:7])([CH3:4])([CH3:2])[CH3:3], predict the reactants needed to synthesize it. The reactants are: [C:1]([O:5][C:6]([NH:8][C@@H:9]1[CH2:14][CH2:13][N:12]([C:15]([O:17][CH2:18][C:19]2[CH:24]=[CH:23][CH:22]=[CH:21][CH:20]=2)=[O:16])[CH2:11][C@H:10]1[OH:25])=[O:7])([CH3:4])([CH3:3])[CH3:2].N1C=CN=C1.[C:31]([Si:35](Cl)([CH3:37])[CH3:36])([CH3:34])([CH3:33])[CH3:32].O. (4) Given the product [F:1][C:2]1[C:3]([C:24]([OH:26])=[O:25])=[N:4][CH:5]=[CH:6][C:7]=1[S:8][C:9]1[S:13][C:12]([NH:14][C:15]2[CH:20]=[CH:19][C:18]([CH2:21][O:22][CH3:23])=[CH:17][N:16]=2)=[N:11][CH:10]=1, predict the reactants needed to synthesize it. The reactants are: [F:1][C:2]1[C:3]([C:24]([O:26]C)=[O:25])=[N:4][CH:5]=[CH:6][C:7]=1[S:8][C:9]1[S:13][C:12]([NH:14][C:15]2[CH:20]=[CH:19][C:18]([CH2:21][O:22][CH3:23])=[CH:17][N:16]=2)=[N:11][CH:10]=1.[OH-].[Na+].O.Cl. (5) Given the product [F:6][C:7]1[CH:8]=[CH:9][C:10]([N:13]([CH3:29])[C:14]([N:16]2[CH:20]=[C:19]([C:21]3[CH:26]=[CH:25][C:24]([OH:27])=[CH:23][CH:22]=3)[N:18]=[CH:17]2)=[O:15])=[CH:11][CH:12]=1, predict the reactants needed to synthesize it. The reactants are: CO.C(=O)=O.[F:6][C:7]1[CH:12]=[CH:11][C:10]([N:13]([CH3:29])[C:14]([N:16]2[CH:20]=[C:19]([C:21]3[CH:26]=[CH:25][C:24]([O:27]C)=[CH:23][CH:22]=3)[N:18]=[CH:17]2)=[O:15])=[CH:9][CH:8]=1.O.